Dataset: Catalyst prediction with 721,799 reactions and 888 catalyst types from USPTO. Task: Predict which catalyst facilitates the given reaction. (1) Reactant: [CH3:1][C:2]1[CH:7]=[C:6]([CH3:8])[CH:5]=[CH:4][C:3]=1[C@@H:9]([NH:16][C:17](=[O:41])[CH2:18][C:19]1[CH:20]=[CH:21][C:22]2[O:26][C:25]([CH:27]([C:34]3[CH:39]=[CH:38][N:37]=[CH:36][CH:35]=3)[CH2:28][C:29]([O:31]CC)=[O:30])=[CH:24][C:23]=2[CH:40]=1)[C:10]1[CH:15]=[CH:14][CH:13]=[CH:12][CH:11]=1.[Li+].[OH-].Cl. Product: [CH3:1][C:2]1[CH:7]=[C:6]([CH3:8])[CH:5]=[CH:4][C:3]=1[C@@H:9]([NH:16][C:17](=[O:41])[CH2:18][C:19]1[CH:20]=[CH:21][C:22]2[O:26][C:25]([CH:27]([C:34]3[CH:35]=[CH:36][N:37]=[CH:38][CH:39]=3)[CH2:28][C:29]([OH:31])=[O:30])=[CH:24][C:23]=2[CH:40]=1)[C:10]1[CH:11]=[CH:12][CH:13]=[CH:14][CH:15]=1. The catalyst class is: 1. (2) Reactant: [CH2:1](Br)[C:2]1[CH:7]=[CH:6][CH:5]=[CH:4][CH:3]=1.[Cl:9][C:10]1[N:15]=[C:14]([OH:16])[CH:13]=[CH:12][CH:11]=1.C(=O)([O-])[O-].[K+].[K+]. Product: [CH2:1]([O:16][C:14]1[CH:13]=[CH:12][CH:11]=[C:10]([Cl:9])[N:15]=1)[C:2]1[CH:7]=[CH:6][CH:5]=[CH:4][CH:3]=1. The catalyst class is: 3. (3) Reactant: [C:1]([NH:5][C:6]([C:8]1[C:16]2[C:11](=[N:12][CH:13]=[C:14]([NH:17][C:18]3[CH:19]=[N:20][N:21]([CH3:23])[CH:22]=3)[N:15]=2)[N:10](COCC[Si](C)(C)C)[CH:9]=1)=[O:7])([CH3:4])([CH3:3])[CH3:2].FC(F)(F)C(O)=O. Product: [C:1]([NH:5][C:6]([C:8]1[C:16]2[C:11](=[N:12][CH:13]=[C:14]([NH:17][C:18]3[CH:19]=[N:20][N:21]([CH3:23])[CH:22]=3)[N:15]=2)[NH:10][CH:9]=1)=[O:7])([CH3:4])([CH3:3])[CH3:2]. The catalyst class is: 4. (4) Reactant: [Cl:1][C:2]1[CH:3]=[C:4]([C:8]2[CH:16]=[CH:15][CH:14]=[C:13]3[C:9]=2[CH2:10][C:11](=[O:17])[NH:12]3)[CH:5]=[CH:6][CH:7]=1.[CH2:18]([N:20]([CH2:34][CH3:35])[CH2:21][CH2:22][NH:23][C:24]([C:26]1[C:30]([CH3:31])=[C:29]([CH:32]=O)[NH:28][CH:27]=1)=[O:25])[CH3:19]. Product: [CH2:34]([N:20]([CH2:18][CH3:19])[CH2:21][CH2:22][NH:23][C:24]([C:26]1[C:30]([CH3:31])=[C:29]([CH:32]=[C:10]2[C:9]3[C:13](=[CH:14][CH:15]=[CH:16][C:8]=3[C:4]3[CH:5]=[CH:6][CH:7]=[C:2]([Cl:1])[CH:3]=3)[NH:12][C:11]2=[O:17])[NH:28][CH:27]=1)=[O:25])[CH3:35]. The catalyst class is: 360. (5) Reactant: [N+:1]([C:4]1[CH:9]=[CH:8][C:7]([S:10][CH2:11][C:12]2[CH:13]=[N:14][CH:15]=[CH:16][CH:17]=2)=[C:6]([C:18]([F:21])([F:20])[F:19])[CH:5]=1)([O-])=O. Product: [N:14]1[CH:15]=[CH:16][CH:17]=[C:12]([CH2:11][S:10][C:7]2[CH:8]=[CH:9][C:4]([NH2:1])=[CH:5][C:6]=2[C:18]([F:21])([F:19])[F:20])[CH:13]=1. The catalyst class is: 15. (6) Reactant: [CH2:1]([N:3]1[CH2:8][CH2:7][NH:6][C:5](=[O:9])[CH:4]1[C:10]1[CH:15]=[CH:14][C:13]([N+:16]([O-])=O)=[CH:12][CH:11]=1)[CH3:2].Cl.C(=O)([O-])[O-].[K+].[K+]. Product: [NH2:16][C:13]1[CH:12]=[CH:11][C:10]([CH:4]2[N:3]([CH2:1][CH3:2])[CH2:8][CH2:7][NH:6][C:5]2=[O:9])=[CH:15][CH:14]=1. The catalyst class is: 679. (7) Reactant: [F:1][C:2]1[CH:3]=[C:4]([CH:39]=[C:40]([F:42])[CH:41]=1)[CH2:5][N:6]1[C:12]2[CH:13]=[CH:14][CH:15]=[CH:16][C:11]=2[S:10][CH2:9][CH:8]([NH:17][C:18](=[O:37])[C@@H:19]([C@H:22]2[C@@H:27]([OH:28])[C@@H:26](/[CH:29]=[CH:30]/[C:31]([CH3:34])([CH3:33])[CH3:32])[O:25]C(C)(C)[O:23]2)[O:20][CH3:21])[C:7]1=[O:38].Cl.[OH-].[Na+]. Product: [F:1][C:2]1[CH:3]=[C:4]([CH:39]=[C:40]([F:42])[CH:41]=1)[CH2:5][N:6]1[C:12]2[CH:13]=[CH:14][CH:15]=[CH:16][C:11]=2[S:10][CH2:9][CH:8]([NH:17][C:18](=[O:37])[C@H:19]([O:20][CH3:21])[C@H:22]([OH:23])[C@@H:27]([OH:28])[C@H:26]([OH:25])/[CH:29]=[CH:30]/[C:31]([CH3:34])([CH3:33])[CH3:32])[C:7]1=[O:38]. The catalyst class is: 1. (8) Reactant: [N+:1]([CH2:4][CH2:5][C:6]([C:8]1[CH:13]=[CH:12][CH:11]=[CH:10][CH:9]=1)=O)([O-:3])=[O:2].CO.[NH2:16][NH:17][C:18]([NH2:20])=[S:19]. Product: [N+:1]([CH2:4][CH2:5][C:6](=[N:16][NH:17][C:18]([NH2:20])=[S:19])[C:8]1[CH:13]=[CH:12][CH:11]=[CH:10][CH:9]=1)([O-:3])=[O:2]. The catalyst class is: 52. (9) Reactant: [C:1]([C:3]1[CH:4]=[N:5][N:6]2[C:11]([C:12]([F:15])([F:14])[F:13])=[CH:10][C:9]([C:16]3[CH:21]=[CH:20][C:19]([C:22]([F:25])([F:24])[F:23])=[CH:18][CH:17]=3)=[N:8][C:7]=12)#[CH:2].[N:26]1[CH:31]=[CH:30][CH:29]=[C:28]([CH2:32][NH:33][S:34]([C:37]2[S:38][C:39](Br)=[CH:40][CH:41]=2)(=[O:36])=[O:35])[CH:27]=1.C(O)(C(F)(F)F)=O. Product: [N:26]1[CH:31]=[CH:30][CH:29]=[C:28]([CH2:32][NH:33][S:34]([C:37]2[S:38][C:39]([C:2]#[C:1][C:3]3[CH:4]=[N:5][N:6]4[C:11]([C:12]([F:14])([F:13])[F:15])=[CH:10][C:9]([C:16]5[CH:21]=[CH:20][C:19]([C:22]([F:25])([F:24])[F:23])=[CH:18][CH:17]=5)=[N:8][C:7]=34)=[CH:40][CH:41]=2)(=[O:36])=[O:35])[CH:27]=1. The catalyst class is: 4. (10) Reactant: [NH:1]1[CH2:5][CH2:4][CH2:3][CH:2]1/[CH:6]=[CH:7]/[C:8]1[CH:18]=[CH:17][C:11]([C:12]([O:14][CH2:15][CH3:16])=[O:13])=[CH:10][CH:9]=1.[CH3:19][C:20]1[CH:25]=[CH:24][CH:23]=[CH:22][C:21]=1[NH:26][C:27](=[O:50])[NH:28][C:29]1[CH:34]=[CH:33][C:32]([CH2:35][C:36](OC2C(F)=C(F)C(F)=C(F)C=2F)=[O:37])=[CH:31][CH:30]=1.CCN(CC)CC. Product: [CH3:19][C:20]1[CH:25]=[CH:24][CH:23]=[CH:22][C:21]=1[NH:26][C:27](=[O:50])[NH:28][C:29]1[CH:34]=[CH:33][C:32]([CH2:35][C:36]([N:1]2[CH2:5][CH2:4][CH2:3][CH:2]2/[CH:6]=[CH:7]/[C:8]2[CH:18]=[CH:17][C:11]([C:12]([O:14][CH2:15][CH3:16])=[O:13])=[CH:10][CH:9]=2)=[O:37])=[CH:31][CH:30]=1. The catalyst class is: 31.